Dataset: Peptide-MHC class I binding affinity with 185,985 pairs from IEDB/IMGT. Task: Regression. Given a peptide amino acid sequence and an MHC pseudo amino acid sequence, predict their binding affinity value. This is MHC class I binding data. (1) The MHC is HLA-A33:01 with pseudo-sequence HLA-A33:01. The binding affinity (normalized) is 1.00. The peptide sequence is QMWQLMYFHR. (2) The peptide sequence is TRQQTSFPF. The MHC is HLA-B39:01 with pseudo-sequence HLA-B39:01. The binding affinity (normalized) is 0.763. (3) The peptide sequence is IAVLYCVHQR. The MHC is HLA-A26:02 with pseudo-sequence HLA-A26:02. The binding affinity (normalized) is 0.0847. (4) The peptide sequence is LLQEKYGLI. The MHC is HLA-A02:03 with pseudo-sequence HLA-A02:03. The binding affinity (normalized) is 0.819. (5) The peptide sequence is YQLAVTIMA. The MHC is HLA-A02:06 with pseudo-sequence HLA-A02:06. The binding affinity (normalized) is 0.724. (6) The peptide sequence is NSESGNSRY. The MHC is HLA-B15:01 with pseudo-sequence HLA-B15:01. The binding affinity (normalized) is 0.0847.